From a dataset of Full USPTO retrosynthesis dataset with 1.9M reactions from patents (1976-2016). Predict the reactants needed to synthesize the given product. (1) Given the product [Cl:9][C:6]1[N:5]=[CH:4][N:3]=[C:2]([NH:13][CH:10]2[CH2:12][CH2:11]2)[C:7]=1[NH2:8], predict the reactants needed to synthesize it. The reactants are: Cl[C:2]1[C:7]([NH2:8])=[C:6]([Cl:9])[N:5]=[CH:4][N:3]=1.[CH:10]1([NH2:13])[CH2:12][CH2:11]1. (2) The reactants are: [CH2:1]([O:3][C:4]([C@H:6]1[C@@H:11]([NH2:12])[CH2:10][CH2:9][N:8]([CH2:13][CH2:14][O:15][C:16]2[CH:25]=[N:24][C:23]3[C:18](=[CH:19][C:20]([O:26][CH3:27])=[CH:21][CH:22]=3)[N:17]=2)[CH2:7]1)=[O:5])[CH3:2].[O:28]=[C:29]1[NH:34][C:33]2[CH:35]=[C:36]([C:39](O)=[O:40])[CH:37]=[CH:38][C:32]=2[S:31][CH2:30]1. Given the product [CH2:1]([O:3][C:4]([C@H:6]1[C@@H:11]([NH:12][C:39]([C:36]2[CH:37]=[CH:38][C:32]3[S:31][CH2:30][C:29](=[O:28])[NH:34][C:33]=3[CH:35]=2)=[O:40])[CH2:10][CH2:9][N:8]([CH2:13][CH2:14][O:15][C:16]2[CH:25]=[N:24][C:23]3[C:18](=[CH:19][C:20]([O:26][CH3:27])=[CH:21][CH:22]=3)[N:17]=2)[CH2:7]1)=[O:5])[CH3:2], predict the reactants needed to synthesize it. (3) Given the product [CH:1]1([CH:4]([O:20][CH3:21])[CH:5]([N:7]2[C:11]3=[N:12][CH:13]=[CH:14][CH:15]=[C:10]3[C:9]([C:16]([NH:47][CH2:48][C:49]3[C:50](=[O:58])[NH:51][C:52]([CH3:57])=[CH:53][C:54]=3[O:55][CH3:56])=[O:18])=[C:8]2[CH3:19])[CH3:6])[CH2:3][CH2:2]1, predict the reactants needed to synthesize it. The reactants are: [CH:1]1([CH:4]([O:20][CH3:21])[CH:5]([N:7]2[C:11]3=[N:12][CH:13]=[CH:14][CH:15]=[C:10]3[C:9]([C:16]([OH:18])=O)=[C:8]2[CH3:19])[CH3:6])[CH2:3][CH2:2]1.CN(C(ON1N=NC2C=CC=NC1=2)=[N+](C)C)C.F[P-](F)(F)(F)(F)F.Cl.[NH2:47][CH2:48][C:49]1[C:50](=[O:58])[NH:51][C:52]([CH3:57])=[CH:53][C:54]=1[O:55][CH3:56]. (4) Given the product [Br:7][C:8]1[CH:9]=[C:10]([CH2:11][C@@H:12]([NH:13][CH3:14])[CH2:21][N:23]2[CH2:28][CH2:27][CH:26]([N:29]3[CH2:34][CH2:33][CH2:32][CH2:31][CH2:30]3)[CH2:25][CH2:24]2)[CH:35]=[C:36]([Br:39])[C:37]=1[OH:38], predict the reactants needed to synthesize it. The reactants are: [H-].[Al+3].[Li+].[H-].[H-].[H-].[Br:7][C:8]1[CH:9]=[C:10]([CH:35]=[C:36]([Br:39])[C:37]=1[OH:38])[CH2:11][C@H:12]([C:21]([N:23]1[CH2:28][CH2:27][CH:26]([N:29]2[CH2:34][CH2:33][CH2:32][CH2:31][CH2:30]2)[CH2:25][CH2:24]1)=O)[NH:13][C:14](OC(C)(C)C)=O.[Cl-].[NH4+]. (5) Given the product [CH3:1][O:2][C:3](=[O:16])[CH2:4][C:5]1[C:9]2[CH:10]=[C:11]([CH2:14][N:18]([CH3:19])[CH3:17])[CH:12]=[CH:13][C:8]=2[O:7][CH:6]=1, predict the reactants needed to synthesize it. The reactants are: [CH3:1][O:2][C:3](=[O:16])[CH2:4][C:5]1[C:9]2[CH:10]=[C:11]([CH2:14]Br)[CH:12]=[CH:13][C:8]=2[O:7][CH:6]=1.[CH3:17][NH:18][CH3:19]. (6) Given the product [F:1][C:2]1[CH:3]=[C:4]2[C:12](=[CH:13][CH:14]=1)[NH:11][C:10]1[CH2:9][CH2:8][C@H:7]([NH2:15])[CH2:6][C:5]2=1, predict the reactants needed to synthesize it. The reactants are: [F:1][C:2]1[CH:3]=[C:4]2[C:12](=[CH:13][CH:14]=1)[NH:11][C:10]1[CH2:9][CH2:8][C@H:7]([NH:15][C@@H](C3C=CC=CC=3)C)[CH2:6][C:5]2=1.CO.CC(O)=O.